Dataset: Retrosynthesis with 50K atom-mapped reactions and 10 reaction types from USPTO. Task: Predict the reactants needed to synthesize the given product. (1) Given the product CCOP(=O)(C/C=C(\C)CCC=C(C)C)OCC, predict the reactants needed to synthesize it. The reactants are: CC(C)=CCC/C(C)=C/CCl.CCOP(OCC)OCC. (2) Given the product CCc1nc2c(cnn2CC)c(NC2CCOCC2)c1CNC(=O)c1cc(C)cc(C(=O)NCc2cccc(Br)c2)c1, predict the reactants needed to synthesize it. The reactants are: CCc1nc2c(cnn2CC)c(NC2CCOCC2)c1CNC(=O)c1cc(C)cc(C(=O)O)c1.NCc1cccc(Br)c1. (3) Given the product C=Cc1cc2c(cc1Br)OCO2, predict the reactants needed to synthesize it. The reactants are: O=Cc1cc2c(cc1Br)OCO2.[Li]CCCC. (4) Given the product COC(=O)c1ccc(-c2cccnc2)cc1, predict the reactants needed to synthesize it. The reactants are: COC(=O)c1ccc(Br)cc1.OB(O)c1cccnc1. (5) Given the product O=C(Nc1cccc(F)c1)Nc1ccc(Cc2cn(S(=O)(=O)c3ccccc3)c3ncccc23)cn1, predict the reactants needed to synthesize it. The reactants are: Nc1ccc(Cc2cn(S(=O)(=O)c3ccccc3)c3ncccc23)cn1.O=C=Nc1cccc(F)c1. (6) The reactants are: CCOC(=O)CP(=O)(OCC)OCC.N#Cc1ccc2c(c1)CCCC2=O. Given the product CCOC(=O)C=C1CCCc2cc(C#N)ccc21, predict the reactants needed to synthesize it. (7) Given the product CC(C)(C)[Si](C)(C)OC[C@@H]1C[C@@H](Nc2ncnc(Cl)c2F)C[C@@H]1O[Si](C)(C)C(C)(C)C, predict the reactants needed to synthesize it. The reactants are: CC(C)(C)[Si](C)(C)OC[C@@H]1C[C@@H](N)C[C@@H]1O[Si](C)(C)C(C)(C)C.Fc1c(Cl)ncnc1Cl.